Task: Predict the reaction yield, written as a fraction of the theoretical maximum amount of product (1.0 means a 100% yield; for example, 0.34 means a 34% yield).. Dataset: Reaction yield outcomes from USPTO patents with 853,638 reactions (1) The reactants are [CH3:1][C:2]1([CH3:53])[CH2:11][CH:10]([O:12][Si](C(C)C)(C(C)C)C(C)C)[C:9]2[C:4](=[CH:5][CH:6]=[C:7]([N:23]3[C:28](=[O:29])[C:27]([CH2:30][C:31]4[CH:36]=[CH:35][C:34]([C:37]5[CH:42]=[CH:41][CH:40]=[CH:39][C:38]=5[C:43]5[NH:47][C:46](=[O:48])[O:45][N:44]=5)=[CH:33][CH:32]=4)=[C:26]([CH2:49][CH2:50][CH3:51])[N:25]=[C:24]3[CH3:52])[CH:8]=2)[O:3]1.[F-].C([N+](CCCC)(CCCC)CCCC)CCC. The catalyst is O1CCCC1.C(OCC)(=O)C. The product is [OH:12][CH:10]1[C:9]2[C:4](=[CH:5][CH:6]=[C:7]([N:23]3[C:28](=[O:29])[C:27]([CH2:30][C:31]4[CH:32]=[CH:33][C:34]([C:37]5[CH:42]=[CH:41][CH:40]=[CH:39][C:38]=5[C:43]5[NH:47][C:46](=[O:48])[O:45][N:44]=5)=[CH:35][CH:36]=4)=[C:26]([CH2:49][CH2:50][CH3:51])[N:25]=[C:24]3[CH3:52])[CH:8]=2)[O:3][C:2]([CH3:1])([CH3:53])[CH2:11]1. The yield is 0.950. (2) The reactants are [C:1]([O:5][C:6]([N:8]([CH3:18])[CH2:9][C:10]([N:12]([CH2:14][C:15]([OH:17])=[O:16])[CH3:13])=[O:11])=[O:7])([CH3:4])([CH3:3])[CH3:2].CN(C(ON1N=NC2C=CC=CC1=2)=[N+](C)C)C.F[P-](F)(F)(F)(F)F.C(N(C(C)C)CC)(C)C.[CH2:52]([O:59][C:60]([N:62]1[CH2:67][CH2:66][N:65]([C:68](=[O:75])[CH:69](O)[CH2:70][CH:71]([CH3:73])[CH3:72])[CH2:64][CH2:63]1)=[O:61])[C:53]1[CH:58]=[CH:57][CH:56]=[CH:55][CH:54]=1. The catalyst is C1COCC1.C(Cl)Cl.O. The product is [CH2:52]([O:59][C:60]([N:62]1[CH2:63][CH2:64][N:65]([C:68](=[O:75])[CH:69]([O:16][C:15](=[O:17])[CH2:14][N:12]([C:10](=[O:11])[CH2:9][N:8]([C:6]([O:5][C:1]([CH3:4])([CH3:3])[CH3:2])=[O:7])[CH3:18])[CH3:13])[CH2:70][CH:71]([CH3:72])[CH3:73])[CH2:66][CH2:67]1)=[O:61])[C:53]1[CH:58]=[CH:57][CH:56]=[CH:55][CH:54]=1. The yield is 0.410. (3) The reactants are [C:1]([O:5][C:6](=[O:20])[C:7]1[CH:12]=[CH:11][C:10]([C:13]2[CH:18]=[CH:17][C:16]([CH3:19])=[CH:15][CH:14]=2)=[CH:9][CH:8]=1)([CH3:4])([CH3:3])[CH3:2].[Br:21]N1C(=O)CCC1=O.C(OOC(=O)C1C=CC=CC=1)(=O)C1C=CC=CC=1. The catalyst is C(Cl)(Cl)(Cl)Cl. The product is [C:1]([O:5][C:6]([C:7]1[CH:12]=[CH:11][C:10]([C:13]2[CH:14]=[CH:15][C:16]([CH2:19][Br:21])=[CH:17][CH:18]=2)=[CH:9][CH:8]=1)=[O:20])([CH3:4])([CH3:3])[CH3:2]. The yield is 0.690.